This data is from NCI-60 drug combinations with 297,098 pairs across 59 cell lines. The task is: Regression. Given two drug SMILES strings and cell line genomic features, predict the synergy score measuring deviation from expected non-interaction effect. (1) Drug 1: C(=O)(N)NO. Drug 2: CN(CCCl)CCCl.Cl. Cell line: COLO 205. Synergy scores: CSS=30.3, Synergy_ZIP=-4.59, Synergy_Bliss=-2.34, Synergy_Loewe=-3.92, Synergy_HSA=0.134. (2) Drug 1: CC1=C(C(CCC1)(C)C)C=CC(=CC=CC(=CC(=O)O)C)C. Drug 2: CC1CCC2CC(C(=CC=CC=CC(CC(C(=O)C(C(C(=CC(C(=O)CC(OC(=O)C3CCCCN3C(=O)C(=O)C1(O2)O)C(C)CC4CCC(C(C4)OC)OCCO)C)C)O)OC)C)C)C)OC. Cell line: MALME-3M. Synergy scores: CSS=22.1, Synergy_ZIP=-4.86, Synergy_Bliss=2.11, Synergy_Loewe=5.37, Synergy_HSA=6.93. (3) Drug 1: C1CCN(CC1)CCOC2=CC=C(C=C2)C(=O)C3=C(SC4=C3C=CC(=C4)O)C5=CC=C(C=C5)O. Drug 2: CC1C(C(CC(O1)OC2CC(CC3=C2C(=C4C(=C3O)C(=O)C5=CC=CC=C5C4=O)O)(C(=O)C)O)N)O. Cell line: BT-549. Synergy scores: CSS=28.1, Synergy_ZIP=0.139, Synergy_Bliss=1.88, Synergy_Loewe=-0.254, Synergy_HSA=0.507.